Dataset: Forward reaction prediction with 1.9M reactions from USPTO patents (1976-2016). Task: Predict the product of the given reaction. (1) The product is: [CH3:8][C:2]([O:9][C:10]1[CH:15]=[CH:14][C:13]([Cl:16])=[CH:12][N:11]=1)([CH3:1])[C:3]([OH:5])=[O:4]. Given the reactants [CH3:1][C:2]([O:9][C:10]1[CH:15]=[CH:14][C:13]([Cl:16])=[CH:12][N:11]=1)([CH3:8])[C:3]([O:5]CC)=[O:4].[OH-].[Na+], predict the reaction product. (2) Given the reactants [CH2:1]=[CH:2][CH2:3][C@H:4]([NH2:8])[C:5]([OH:7])=[O:6].C(N(CC)CC)C.O.[CH2:17]([O:24][C:25](ON1C(=O)CCC1=O)=[O:26])[C:18]1[CH:23]=[CH:22][CH:21]=[CH:20][CH:19]=1, predict the reaction product. The product is: [CH2:17]([O:24][C:25]([NH:8][C@@H:4]([CH2:3][CH:2]=[CH2:1])[C:5]([OH:7])=[O:6])=[O:26])[C:18]1[CH:23]=[CH:22][CH:21]=[CH:20][CH:19]=1. (3) The product is: [F:14][C:5]1[CH:6]=[CH:7][CH:8]=[C:9]2[C:4]=1[N:3]=[C:2]([O:16][CH3:15])[CH:11]=[C:10]2[CH2:12][F:13]. Given the reactants Cl[C:2]1[CH:11]=[C:10]([CH2:12][F:13])[C:9]2[C:4](=[C:5]([F:14])[CH:6]=[CH:7][CH:8]=2)[N:3]=1.[CH3:15][O:16][Na], predict the reaction product.